From a dataset of Catalyst prediction with 721,799 reactions and 888 catalyst types from USPTO. Predict which catalyst facilitates the given reaction. (1) Reactant: [Cl:1][C:2]1[C:3](=[O:27])[N:4]([CH2:12][CH2:13][C:14]2[CH:26]=[CH:25][C:17]([C:18]([O:20][C:21]([CH3:24])([CH3:23])[CH3:22])=[O:19])=[CH:16][CH:15]=2)[C:5]([CH3:11])=[C:6]([CH:8]2[CH2:10][CH2:9]2)[CH:7]=1.[Br:28]N1C(=O)CCC1=O.C(Cl)(Cl)Cl.O. Product: [Br:28][CH2:11][C:5]1[N:4]([CH2:12][CH2:13][C:14]2[CH:26]=[CH:25][C:17]([C:18]([O:20][C:21]([CH3:23])([CH3:22])[CH3:24])=[O:19])=[CH:16][CH:15]=2)[C:3](=[O:27])[C:2]([Cl:1])=[CH:7][C:6]=1[CH:8]1[CH2:9][CH2:10]1. The catalyst class is: 734. (2) Product: [OH:31][C:30]1[C:25](=[O:24])[NH:26][N:27]=[C:28]([CH2:39][CH2:40][C:41]2[CH:46]=[CH:45][CH:44]=[C:43]([O:47][C:48]([F:50])([F:49])[F:51])[CH:42]=2)[CH:29]=1. Reactant: OC1C(=O)NN=C(CCC2C=CC=CC=2)C=1.C([O:24][C:25]1[N:26]=[N:27][C:28]([C:39]#[C:40][C:41]2[CH:46]=[CH:45][CH:44]=[C:43]([O:47][C:48]([F:51])([F:50])[F:49])[CH:42]=2)=[CH:29][C:30]=1[O:31]CC1C=CC=CC=1)C1C=CC=CC=1. The catalyst class is: 8. (3) Reactant: FC(F)(F)C(O)=O.[CH:8]1([CH2:11][NH:12][C:13](=[O:38])[NH:14][C:15]2[CH:37]=[CH:36][C:18]([C:19]([N:21]([CH:23]3[CH2:28][CH2:27][N:26](C(OC(C)(C)C)=O)[CH2:25][CH2:24]3)[CH3:22])=[O:20])=[CH:17][CH:16]=2)[CH2:10][CH2:9]1. Product: [CH:8]1([CH2:11][NH:12][C:13](=[O:38])[NH:14][C:15]2[CH:37]=[CH:36][C:18]([C:19]([N:21]([CH3:22])[CH:23]3[CH2:24][CH2:25][NH:26][CH2:27][CH2:28]3)=[O:20])=[CH:17][CH:16]=2)[CH2:9][CH2:10]1. The catalyst class is: 4. (4) Reactant: [Cl:1][C:2]1[CH:7]=[C:6]2[NH:8][C:9](=[O:31])[C:10]3([CH:15]([C:16]4[CH:21]=[CH:20][CH:19]=[C:18]([Cl:22])[CH:17]=4)[CH2:14][C:13](=[O:23])[N:12]([CH2:24][C:25](F)=[O:26])[CH:11]3[C:28]([CH3:30])=[CH2:29])[C:5]2=[CH:4][CH:3]=1.[CH3:32][N:33]1[CH2:38][CH2:37][CH:36]([NH2:39])[CH2:35][CH2:34]1.CN1CCOCC1. Product: [Cl:1][C:2]1[CH:7]=[C:6]2[NH:8][C:9](=[O:31])[C:10]3([CH:15]([C:16]4[CH:21]=[CH:20][CH:19]=[C:18]([Cl:22])[CH:17]=4)[CH2:14][C:13](=[O:23])[N:12]([CH2:24][C:25]([NH:39][CH:36]4[CH2:37][CH2:38][N:33]([CH3:32])[CH2:34][CH2:35]4)=[O:26])[CH:11]3[C:28]([CH3:30])=[CH2:29])[C:5]2=[CH:4][CH:3]=1. The catalyst class is: 367. (5) Reactant: [Cl:1][C:2]1[C:3]([N:24]2[CH2:29][CH2:28][CH:27]([OH:30])[CH2:26][CH2:25]2)=[C:4]([CH2:8][N:9]2[CH2:13][CH:12]3[CH2:14][N:15]([C:17]([O:19][C:20]([CH3:23])([CH3:22])[CH3:21])=[O:18])[CH2:16][CH:11]3[CH2:10]2)[CH:5]=[CH:6][CH:7]=1.CC(OI1(OC(C)=O)(OC(C)=O)OC(=O)C2C1=CC=CC=2)=O. Product: [Cl:1][C:2]1[C:3]([N:24]2[CH2:29][CH2:28][C:27](=[O:30])[CH2:26][CH2:25]2)=[C:4]([CH2:8][N:9]2[CH2:10][CH:11]3[CH2:16][N:15]([C:17]([O:19][C:20]([CH3:23])([CH3:22])[CH3:21])=[O:18])[CH2:14][CH:12]3[CH2:13]2)[CH:5]=[CH:6][CH:7]=1. The catalyst class is: 4.